Dataset: Catalyst prediction with 721,799 reactions and 888 catalyst types from USPTO. Task: Predict which catalyst facilitates the given reaction. Reactant: [C:1]([C:5]1[CH:10]=[CH:9][C:8]([N+:11]([O-:13])=[O:12])=[CH:7][C:6]=1[NH:14][C:15](=[O:18])[CH2:16]Cl)([CH3:4])([CH3:3])[CH3:2].[NH:19]1[CH2:24][CH2:23][O:22][CH2:21][CH2:20]1.C(N(CC)CC)C.[I-].[K+]. The catalyst class is: 3. Product: [C:1]([C:5]1[CH:10]=[CH:9][C:8]([N+:11]([O-:13])=[O:12])=[CH:7][C:6]=1[NH:14][C:15](=[O:18])[CH2:16][N:19]1[CH2:24][CH2:23][O:22][CH2:21][CH2:20]1)([CH3:4])([CH3:3])[CH3:2].